Dataset: Full USPTO retrosynthesis dataset with 1.9M reactions from patents (1976-2016). Task: Predict the reactants needed to synthesize the given product. (1) Given the product [F:24][C:25]([CH3:30])([CH3:29])[C:26]([N:16]1[CH2:17][CH2:18][CH:13]([CH:11]([C:10]2[N:5]3[N:6]=[CH:7][CH:8]=[CH:9][C:4]3=[C:3]([C:19]([O:21][CH2:22][CH3:23])=[O:20])[C:2]=2[CH3:1])[CH3:12])[CH2:14][CH2:15]1)=[O:27], predict the reactants needed to synthesize it. The reactants are: [CH3:1][C:2]1[C:3]([C:19]([O:21][CH2:22][CH3:23])=[O:20])=[C:4]2[CH:9]=[CH:8][CH:7]=[N:6][N:5]2[C:10]=1[CH:11]([CH:13]1[CH2:18][CH2:17][NH:16][CH2:15][CH2:14]1)[CH3:12].[F:24][C:25]([CH3:30])([CH3:29])[C:26](O)=[O:27].CN(C(ON1N=NC2C=CC=NC1=2)=[N+](C)C)C.F[P-](F)(F)(F)(F)F.C(N(CC)CC)C. (2) Given the product [F:22][C:19]1[CH:20]=[CH:21][C:16]([N:13]2[CH2:14][CH2:15][N:10]([CH:8]([CH3:9])[CH2:7][CH2:6][C:23]#[N:24])[CH2:11][CH2:12]2)=[CH:17][CH:18]=1, predict the reactants needed to synthesize it. The reactants are: CS(O[CH2:6][CH2:7][CH:8]([N:10]1[CH2:15][CH2:14][N:13]([C:16]2[CH:21]=[CH:20][C:19]([F:22])=[CH:18][CH:17]=2)[CH2:12][CH2:11]1)[CH3:9])(=O)=O.[C-:23]#[N:24].[K+].